From a dataset of Retrosynthesis with 50K atom-mapped reactions and 10 reaction types from USPTO. Predict the reactants needed to synthesize the given product. The reactants are: NC(=O)C(=C1Nc2ccc(C(=O)O)cc2S1)c1nccc(C(F)(F)F)n1.NCCCN1CCOCC1. Given the product NC(=O)C(=C1Nc2ccc(C(=O)NCCCN3CCOCC3)cc2S1)c1nccc(C(F)(F)F)n1, predict the reactants needed to synthesize it.